Dataset: Forward reaction prediction with 1.9M reactions from USPTO patents (1976-2016). Task: Predict the product of the given reaction. (1) Given the reactants [CH3:1][S:2]([C:5]1[S:9][C:8]([C:10](O)=[O:11])=[CH:7][CH:6]=1)(=[O:4])=[O:3].B, predict the reaction product. The product is: [CH3:1][S:2]([C:5]1[S:9][C:8]([CH2:10][OH:11])=[CH:7][CH:6]=1)(=[O:4])=[O:3]. (2) The product is: [CH2:10]([O:12][CH2:13][N:14]([C:32]1[CH:36]=[C:35]([CH3:37])[O:34][N:33]=1)[S:15]([C:18]1[CH:22]=[C:21]([CH3:23])[S:20][C:19]=1[C:24]1[CH:25]=[CH:26][C:27]([CH2:30][O:31][S:39]([CH3:38])(=[O:41])=[O:40])=[CH:28][CH:29]=1)(=[O:16])=[O:17])[CH3:11]. Given the reactants C(N(C(C)C)C(C)C)C.[CH2:10]([O:12][CH2:13][N:14]([C:32]1[CH:36]=[C:35]([CH3:37])[O:34][N:33]=1)[S:15]([C:18]1[CH:22]=[C:21]([CH3:23])[S:20][C:19]=1[C:24]1[CH:29]=[CH:28][C:27]([CH2:30][OH:31])=[CH:26][CH:25]=1)(=[O:17])=[O:16])[CH3:11].[CH3:38][S:39](Cl)(=[O:41])=[O:40], predict the reaction product. (3) Given the reactants C([O:3][C:4](=[O:16])[CH2:5][NH:6][C:7]1[CH:15]=[CH:14][C:10]2[O:11][CH2:12][O:13][C:9]=2[CH:8]=1)C.[OH-].[Li+], predict the reaction product. The product is: [O:11]1[C:10]2[CH:14]=[CH:15][C:7]([NH:6][CH2:5][C:4]([OH:16])=[O:3])=[CH:8][C:9]=2[O:13][CH2:12]1. (4) Given the reactants Br[C:2]1[CH:3]=[C:4]2[C:8](=[CH:9][CH:10]=1)[NH:7][N:6]=[C:5]2C.C[C:13]([O-:15])=[O:14].[Na+].[CH3:17]N(C=O)C.C(O)(=O)CC(CC(O)=O)(C(O)=O)O, predict the reaction product. The product is: [CH3:17][O:15][C:13]([C:2]1[CH:3]=[C:4]2[C:8](=[CH:9][CH:10]=1)[NH:7][N:6]=[CH:5]2)=[O:14]. (5) Given the reactants [Cl:1][C:2]1[CH:7]=[C:6]([Cl:8])[CH:5]=[CH:4][C:3]=1[NH:9][N:10]1[C:14]([C:15]2[CH:20]=[CH:19][C:18]([F:21])=[CH:17][C:16]=2[F:22])=[C:13]([CH3:23])[NH:12][C:11]1=S.OO.O, predict the reaction product. The product is: [F:22][C:16]1[CH:17]=[C:18]([F:21])[CH:19]=[CH:20][C:15]=1[C:14]1[N:10]([NH:9][C:3]2[CH:4]=[CH:5][C:6]([Cl:8])=[CH:7][C:2]=2[Cl:1])[CH:11]=[N:12][C:13]=1[CH3:23]. (6) Given the reactants Cl.[C:2]([C:4]1[CH:9]=[CH:8][C:7]([CH:10]2[CH2:14][S:13][C:12]3=[N:15][CH:16]=[C:17]([C:18]([OH:20])=O)[N:11]23)=[CH:6][C:5]=1F)#[N:3].Cl.[CH2:23]([O:26][C:27]1[CH:28]=[CH:29][C:30]([Br:41])=[C:31]([CH:40]=1)[CH2:32][N:33]1[CH2:38][CH2:37][NH:36][CH2:35][C:34]1=[O:39])[CH:24]=[CH2:25].CCN=C=NCCCN(C)C.Cl.C1C=CC2N(O)N=NC=2C=1.C(N(CC)C(C)C)(C)C, predict the reaction product. The product is: [Br:41][C:30]1[CH:29]=[CH:28][C:27]([O:26][CH2:23][CH:24]=[CH2:25])=[CH:40][C:31]=1[CH2:32][N:33]1[CH2:38][CH2:37][N:36]([C:18]([C:17]2[N:11]3[C:12]([S:13][CH2:14][CH:10]3[C:7]3[CH:6]=[CH:5][C:4]([C:2]#[N:3])=[CH:9][CH:8]=3)=[N:15][CH:16]=2)=[O:20])[CH2:35][C:34]1=[O:39].